The task is: Predict which catalyst facilitates the given reaction.. This data is from Catalyst prediction with 721,799 reactions and 888 catalyst types from USPTO. (1) Reactant: [CH3:1][CH:2]([CH3:34])[CH2:3][CH:4]([NH:12][C:13]([C:15]1[CH:20]=[C:19]([CH2:21][O:22][C:23]2[CH:28]=[CH:27][CH:26]=[CH:25][CH:24]=2)[CH:18]=[CH:17][C:16]=1[CH2:29][CH2:30][C:31](O)=[O:32])=[O:14])[C:5]1[CH:10]=[CH:9][C:8]([F:11])=[CH:7][CH:6]=1.C([N:37](CC)CC)C.ClC(OCC)=O.O.N. Product: [O:22]([CH2:21][C:19]1[CH:18]=[CH:17][C:16]([CH2:29][CH2:30][C:31]([NH2:37])=[O:32])=[C:15]([C:13](=[O:14])[NH:12][CH:4]([C:5]2[CH:10]=[CH:9][C:8]([F:11])=[CH:7][CH:6]=2)[CH2:3][CH:2]([CH3:34])[CH3:1])[CH:20]=1)[C:23]1[CH:28]=[CH:27][CH:26]=[CH:25][CH:24]=1. The catalyst class is: 30. (2) Reactant: [ClH:1].[CH3:2][O:3][C:4]1[CH:5]=[C:6]([C:14]2[CH:61]=[CH:60][C:17]([C:18]([N:20]3[CH2:25][CH2:24][CH:23]([CH2:26][N:27]4[CH2:32][CH2:31][N:30]([CH2:33][CH:34]5[CH2:39][CH2:38][N:37]([C:40](=[O:59])[C:41]6[CH:46]=[CH:45][C:44]([C:47]7[CH:52]=[C:51]([O:53][CH3:54])[C:50]([O:55][CH3:56])=[C:49]([O:57][CH3:58])[CH:48]=7)=[CH:43][CH:42]=6)[CH2:36][CH2:35]5)[CH2:29][CH2:28]4)[CH2:22][CH2:21]3)=[O:19])=[CH:16][CH:15]=2)[CH:7]=[C:8]([O:12][CH3:13])[C:9]=1[O:10][CH3:11]. Product: [ClH:1].[ClH:1].[CH3:58][O:57][C:49]1[CH:48]=[C:47]([C:44]2[CH:43]=[CH:42][C:41]([C:40]([N:37]3[CH2:36][CH2:35][CH:34]([CH2:33][N:30]4[CH2:29][CH2:28][N:27]([CH2:26][CH:23]5[CH2:22][CH2:21][N:20]([C:18](=[O:19])[C:17]6[CH:16]=[CH:15][C:14]([C:6]7[CH:5]=[C:4]([O:3][CH3:2])[C:9]([O:10][CH3:11])=[C:8]([O:12][CH3:13])[CH:7]=7)=[CH:61][CH:60]=6)[CH2:25][CH2:24]5)[CH2:32][CH2:31]4)[CH2:39][CH2:38]3)=[O:59])=[CH:46][CH:45]=2)[CH:52]=[C:51]([O:53][CH3:54])[C:50]=1[O:55][CH3:56]. The catalyst class is: 8. (3) Reactant: [Cl:1][C:2]1[CH:7]=[CH:6][C:5]([CH2:8][C:9]([C:11]2[CH:16]=[CH:15][C:14]([O:17][C:18]3[CH:23]=[CH:22][C:21]([Cl:24])=[CH:20][CH:19]=3)=[CH:13][N:12]=2)=[O:10])=[C:4]([F:25])[CH:3]=1.[N+](=[CH2:28])=[N-]. Product: [Cl:1][C:2]1[CH:7]=[CH:6][C:5]([CH2:8][C:9]2([C:11]3[CH:16]=[CH:15][C:14]([O:17][C:18]4[CH:23]=[CH:22][C:21]([Cl:24])=[CH:20][CH:19]=4)=[CH:13][N:12]=3)[CH2:28][O:10]2)=[C:4]([F:25])[CH:3]=1. The catalyst class is: 28. (4) Product: [NH2:1][C:4]1[CH:12]=[CH:11][C:7]([C:8]([NH2:10])=[O:9])=[CH:6][C:5]=1[N:13]1[CH2:17][CH2:16][CH2:15][CH2:14]1. Reactant: [N+:1]([C:4]1[CH:12]=[CH:11][C:7]([C:8]([NH2:10])=[O:9])=[CH:6][C:5]=1[N:13]1[CH2:17][CH2:16][CH2:15][CH2:14]1)([O-])=O. The catalyst class is: 63. (5) Reactant: [CH3:1][C:2]1[CH:11]=[CH:10][C:9]2[C:4](=[CH:5][C:6]([C:12]#[C:13][Si](C)(C)C)=[CH:7][CH:8]=2)[N:3]=1.C([O-])([O-])=O.[K+].[K+]. Product: [C:12]([C:6]1[CH:5]=[C:4]2[C:9]([CH:10]=[CH:11][C:2]([CH3:1])=[N:3]2)=[CH:8][CH:7]=1)#[CH:13]. The catalyst class is: 5. (6) Reactant: [N+:1]([O-:4])(O)=[O:2].[OH:5][C:6]1[CH:23]=[CH:22][C:9]2[CH2:10][CH2:11][N:12]([C:15]([O:17][C:18]([CH3:21])([CH3:20])[CH3:19])=[O:16])[CH2:13][CH2:14][C:8]=2[CH:7]=1.C(=O)(O)[O-].[Na+]. Product: [OH:5][C:6]1[CH:23]=[CH:22][C:9]2[CH2:10][CH2:11][N:12]([C:15]([O:17][C:18]([CH3:19])([CH3:21])[CH3:20])=[O:16])[CH2:13][CH2:14][C:8]=2[C:7]=1[N+:1]([O-:4])=[O:2]. The catalyst class is: 2.